From a dataset of Forward reaction prediction with 1.9M reactions from USPTO patents (1976-2016). Predict the product of the given reaction. (1) The product is: [C:1]12([C:11]3[CH:12]=[C:13]([C:19]4[CH:26]=[C:25]([CH:22]=[CH:21][CH:20]=4)[CH:24]=[C:33]4[S:27][C:28]([N:34]5[CH2:39][CH2:38][NH:37][CH2:36][CH2:35]5)=[N:30][C:31]4=[O:32])[CH:14]=[C:15]([F:18])[C:16]=3[OH:17])[CH2:10][CH:5]3[CH2:4][CH:3]([CH2:9][CH:7]([CH2:6]3)[CH2:8]1)[CH2:2]2. Given the reactants [C:1]12([C:11]3[CH:12]=[C:13]([C:19]4[CH:20]=[C:21]([CH:24]=[CH:25][CH:26]=4)[CH:22]=O)[CH:14]=[C:15]([F:18])[C:16]=3[OH:17])[CH2:10][CH:5]3[CH2:6][CH:7]([CH2:9][CH:3]([CH2:4]3)[CH2:2]1)[CH2:8]2.[S:27]1[CH2:33][C:31](=[O:32])[NH:30][C:28]1=S.[NH:34]1[CH2:39][CH2:38][NH:37][CH2:36][CH2:35]1, predict the reaction product. (2) Given the reactants [Cl:1][C:2]1[CH:7]=[CH:6][CH:5]=[CH:4][C:3]=1[N:8]1[C:16]2[CH2:15][CH2:14][NH:13][CH2:12][C:11]=2[C:10]([CH3:17])=[C:9]1[C:18]1[CH:23]=[CH:22][C:21]([Cl:24])=[CH:20][CH:19]=1.[N:25]([C:28]1[CH:29]=[N:30][CH:31]=[CH:32][CH:33]=1)=[C:26]=[O:27].C(N(CC)CC)C, predict the reaction product. The product is: [Cl:1][C:2]1[CH:7]=[CH:6][CH:5]=[CH:4][C:3]=1[N:8]1[C:16]2[CH2:15][CH2:14][N:13]([C:26]([NH:25][C:28]3[CH:29]=[N:30][CH:31]=[CH:32][CH:33]=3)=[O:27])[CH2:12][C:11]=2[C:10]([CH3:17])=[C:9]1[C:18]1[CH:19]=[CH:20][C:21]([Cl:24])=[CH:22][CH:23]=1. (3) Given the reactants [CH2:1]1[CH2:6][C@H:5]([C:7]([OH:9])=[O:8])[CH2:4][CH2:3][C@H:2]1[CH2:10][NH2:11].[CH3:12][C:13]([CH3:33])([CH3:32])[C:14]([O:16][CH:17]([O:21][C:22](ON1C(=O)CCC1=O)=[O:23])[CH2:18][CH2:19][CH3:20])=[O:15], predict the reaction product. The product is: [CH3:32][C:13]([CH3:12])([CH3:33])[C:14]([O:16][CH:17]([O:21][C:22]([NH:11][CH2:10][C@H:2]1[CH2:3][CH2:4][C@H:5]([C:7]([OH:9])=[O:8])[CH2:6][CH2:1]1)=[O:23])[CH2:18][CH2:19][CH3:20])=[O:15]. (4) Given the reactants [I:1][C:2]1[CH:42]=[CH:41][C:5]([CH2:6][NH:7][C:8](=[O:40])[C@@H:9]([NH:16][C:17](=[O:39])[C@@H:18]([NH:25][C:26]([NH:28][C:29]2[CH:34]=[CH:33][C:32]([S:35](=[O:38])(=[O:37])[NH2:36])=[CH:31][CH:30]=2)=[S:27])[CH2:19][CH2:20][C:21]([O:23]C)=[O:22])[CH2:10][CH2:11][C:12]([O:14]C)=[O:13])=[CH:4][CH:3]=1.[OH-].[Li+], predict the reaction product. The product is: [C:12]([CH2:11][CH2:10][C@H:9]([NH:16][C:17](=[O:39])[C@@H:18]([NH:25][C:26]([NH:28][C:29]1[CH:30]=[CH:31][C:32]([S:35](=[O:37])(=[O:38])[NH2:36])=[CH:33][CH:34]=1)=[S:27])[CH2:19][CH2:20][C:21]([OH:23])=[O:22])[C:8]([NH:7][CH2:6][C:5]1[CH:4]=[CH:3][C:2]([I:1])=[CH:42][CH:41]=1)=[O:40])([OH:14])=[O:13]. (5) Given the reactants [CH3:1][C@H:2]1[CH2:7][N:6]([CH2:8][C:9]2[CH:10]=[N:11][C:12]([NH:15][CH3:16])=[CH:13][CH:14]=2)[CH2:5][CH2:4][N:3]1[C:17]([O:19][C:20]([CH3:23])([CH3:22])[CH3:21])=[O:18].C(N(CC)CC)C.[Cl:31][C:32]1[N:37]=[CH:36][C:35]([C:38](Cl)=[O:39])=[CH:34][CH:33]=1, predict the reaction product. The product is: [Cl:31][C:32]1[N:37]=[CH:36][C:35]([C:38]([N:15]([CH3:16])[C:12]2[N:11]=[CH:10][C:9]([CH2:8][N:6]3[CH2:5][CH2:4][N:3]([C:17]([O:19][C:20]([CH3:22])([CH3:21])[CH3:23])=[O:18])[C@@H:2]([CH3:1])[CH2:7]3)=[CH:14][CH:13]=2)=[O:39])=[CH:34][CH:33]=1. (6) Given the reactants [OH:1][C:2]([CH3:29])([CH3:28])[CH2:3][CH2:4][C:5]1[CH:6]=[CH:7][C:8]([N:11]2[CH:15]=[CH:14][C:13]([CH:16]([C:18]3[CH:27]=[CH:26][C:21]4[NH:22][C:23](=[O:25])[S:24][C:20]=4[CH:19]=3)[CH3:17])=[N:12]2)=[N:9][CH:10]=1.CCO.CCCCCC.C(=O)=O, predict the reaction product. The product is: [OH:1][C:2]([CH3:28])([CH3:29])[CH2:3][CH2:4][C:5]1[CH:6]=[CH:7][C:8]([N:11]2[CH:15]=[CH:14][C:13]([C@H:16]([C:18]3[CH:27]=[CH:26][C:21]4[NH:22][C:23](=[O:25])[S:24][C:20]=4[CH:19]=3)[CH3:17])=[N:12]2)=[N:9][CH:10]=1. (7) Given the reactants NC1[C:3]([Cl:23])=[CH:4][C:5]([N+:20]([O-:22])=[O:21])=[C:6]([S:8][C:9]2[CH:19]=[CH:18][CH:17]=[CH:16][C:10]=2[C:11]([N:13]([CH3:15])[CH3:14])=O)[CH:7]=1.CI.C(=O)([O-])[O-].[K+].[K+].[OH2:32].[CH3:33][N:34]([CH:36]=O)[CH3:35], predict the reaction product. The product is: [Cl:23][C:3]1[C:36]([N:34]([CH3:35])[CH3:33])=[CH:7][C:6]([S:8][C:9]2[CH:19]=[CH:18][CH:17]=[CH:16][C:10]=2[C:11]([N:13]([CH3:15])[CH3:14])=[O:32])=[C:5]([N+:20]([O-:22])=[O:21])[CH:4]=1. (8) Given the reactants C([Li])CCC.Br[C:7]1[C:8]([C:21]2[CH:26]=[CH:25][CH:24]=[CH:23][CH:22]=2)=[N:9][N:10]2[C:15]([Si:16]([CH3:19])([CH3:18])[CH3:17])=[C:14]([Cl:20])[CH:13]=[CH:12][C:11]=12.[CH:27]([C:29]1[N:34]=[C:33]([C:35]([O:37][CH3:38])=[O:36])[CH:32]=[CH:31][CH:30]=1)=[O:28].[Cl-].[NH4+], predict the reaction product. The product is: [Cl:20][C:14]1[CH:13]=[CH:12][C:11]2[N:10]([N:9]=[C:8]([C:21]3[CH:26]=[CH:25][CH:24]=[CH:23][CH:22]=3)[C:7]=2[CH:27]([OH:28])[C:29]2[N:34]=[C:33]([C:35]([O:37][CH3:38])=[O:36])[CH:32]=[CH:31][CH:30]=2)[C:15]=1[Si:16]([CH3:19])([CH3:18])[CH3:17]. (9) Given the reactants [NH2:1][C:2]1[C:3]([O:13][CH3:14])=[C:4]([CH:9]=[C:10]([Cl:12])[CH:11]=1)[C:5]([O:7][CH3:8])=[O:6].[O:15]1[CH2:20][CH2:19][C:18](=O)[CH2:17][CH2:16]1.C(O)(=O)C.C(O[BH-](OC(=O)C)OC(=O)C)(=O)C.[Na+].C([O-])(O)=O.[Na+], predict the reaction product. The product is: [Cl:12][C:10]1[CH:11]=[C:2]([NH:1][CH:18]2[CH2:19][CH2:20][O:15][CH2:16][CH2:17]2)[C:3]([O:13][CH3:14])=[C:4]([CH:9]=1)[C:5]([O:7][CH3:8])=[O:6]. (10) Given the reactants [F:1][C:2]1[CH:19]=[CH:18][C:5]([O:6][CH2:7][CH2:8][NH:9][C:10]2[CH:17]=[CH:16][C:13]([CH:14]=O)=[CH:12][N:11]=2)=[CH:4][CH:3]=1.C(O)(=O)[CH2:21][C:22]([OH:24])=[O:23].N1CCCCC1, predict the reaction product. The product is: [F:1][C:2]1[CH:19]=[CH:18][C:5]([O:6][CH2:7][CH2:8][NH:9][C:10]2[N:11]=[CH:12][C:13](/[CH:14]=[CH:21]/[C:22]([OH:24])=[O:23])=[CH:16][CH:17]=2)=[CH:4][CH:3]=1.